Dataset: Catalyst prediction with 721,799 reactions and 888 catalyst types from USPTO. Task: Predict which catalyst facilitates the given reaction. (1) Reactant: [F:1][C:2]1[CH:3]=[C:4]([S:9]([NH2:12])(=[O:11])=[O:10])[CH:5]=[CH:6][C:7]=1C.[C:13](=[O:16])([O-])[O-:14].[Na+].[Na+].[Mn]([O-])(=O)(=O)=O.[K+].C(O)=O. Product: [NH2:12][S:9]([C:4]1[CH:5]=[CH:6][C:7]([C:13]([OH:14])=[O:16])=[C:2]([F:1])[CH:3]=1)(=[O:11])=[O:10]. The catalyst class is: 6. (2) Reactant: [NH2:1][C:2]1[CH:3]=[CH:4][C:5]([CH3:30])=[C:6]([N:8]2[CH2:17][C:16]3[C:11](=[N:12][C:13]([NH:18][C:19]4[CH:24]=[CH:23][CH:22]=[C:21]([N:25]([CH3:27])[CH3:26])[CH:20]=4)=[N:14][CH:15]=3)[N:10]([CH3:28])[C:9]2=[O:29])[CH:7]=1.[CH3:31][C:32]1[N:33]=[CH:34][N:35]([C:37]2[CH:38]=[C:39]([CH:43]=[C:44]([C:46]([F:49])([F:48])[F:47])[CH:45]=2)[C:40](O)=[O:41])[CH:36]=1.CCN(C(C)C)C(C)C.CN(C(ON1N=NC2C=CC=NC1=2)=[N+](C)C)C.F[P-](F)(F)(F)(F)F. The catalyst class is: 31. Product: [CH3:27][N:25]([CH3:26])[C:21]1[CH:20]=[C:19]([NH:18][C:13]2[N:12]=[C:11]3[N:10]([CH3:28])[C:9](=[O:29])[N:8]([C:6]4[CH:7]=[C:2]([NH:1][C:40](=[O:41])[C:39]5[CH:43]=[C:44]([C:46]([F:47])([F:48])[F:49])[CH:45]=[C:37]([N:35]6[CH:36]=[C:32]([CH3:31])[N:33]=[CH:34]6)[CH:38]=5)[CH:3]=[CH:4][C:5]=4[CH3:30])[CH2:17][C:16]3=[CH:15][N:14]=2)[CH:24]=[CH:23][CH:22]=1. (3) Product: [O:1]1[C:5]2[CH:6]=[CH:7][CH:8]=[CH:9][C:4]=2[CH:3]=[C:2]1[C:10]1[N:19]=[C:18]([NH:31][CH2:30][CH2:29][CH2:28][N:25]2[CH2:24][CH2:23][N:22]([CH3:21])[CH2:27][CH2:26]2)[C:17]2[C:12](=[CH:13][CH:14]=[CH:15][CH:16]=2)[N:11]=1. Reactant: [O:1]1[C:5]2[CH:6]=[CH:7][CH:8]=[CH:9][C:4]=2[CH:3]=[C:2]1[C:10]1[N:19]=[C:18](Cl)[C:17]2[C:12](=[CH:13][CH:14]=[CH:15][CH:16]=2)[N:11]=1.[CH3:21][N:22]1[CH2:27][CH2:26][N:25]([CH2:28][CH2:29][CH2:30][NH2:31])[CH2:24][CH2:23]1. The catalyst class is: 12. (4) Reactant: [Cl:1][C:2]1[CH:21]=[C:20]([Cl:22])[CH:19]=[CH:18][C:3]=1[CH2:4][N:5]1[C:9](/[CH:10]=[CH:11]/[C:12]([O:14][CH2:15][CH3:16])=[O:13])=[CH:8][C:7]([OH:17])=[N:6]1.[O:23]1[CH2:28][CH2:27][CH:26](O)[CH2:25][CH2:24]1.C(P(CCCC)CCCC)CCC.N(C(N1CCCCC1)=O)=NC(N1CCCCC1)=O. Product: [Cl:1][C:2]1[CH:21]=[C:20]([Cl:22])[CH:19]=[CH:18][C:3]=1[CH2:4][N:5]1[C:9](/[CH:10]=[CH:11]/[C:12]([O:14][CH2:15][CH3:16])=[O:13])=[CH:8][C:7]([O:17][CH:26]2[CH2:27][CH2:28][O:23][CH2:24][CH2:25]2)=[N:6]1. The catalyst class is: 7. (5) Reactant: [CH2:1]([O:8][C:9]([NH:11][CH:12]1[C:20]2[C:15](=[CH:16][C:17]([CH2:21][N:22]3[CH:26]=[C:25]([C:27](OCC)=[O:28])[C:24]([C:32]([F:35])([F:34])[F:33])=[N:23]3)=[CH:18][CH:19]=2)[CH2:14][CH2:13]1)=[O:10])[C:2]1[CH:7]=[CH:6][CH:5]=[CH:4][CH:3]=1.[H-].[Al+3].[Li+].[H-].[H-].[H-]. Product: [OH:28][CH2:27][C:25]1[C:24]([C:32]([F:34])([F:35])[F:33])=[N:23][N:22]([CH2:21][C:17]2[CH:16]=[C:15]3[C:20](=[CH:19][CH:18]=2)[CH:12]([NH:11][C:9](=[O:10])[O:8][CH2:1][C:2]2[CH:7]=[CH:6][CH:5]=[CH:4][CH:3]=2)[CH2:13][CH2:14]3)[CH:26]=1. The catalyst class is: 1.